Dataset: Full USPTO retrosynthesis dataset with 1.9M reactions from patents (1976-2016). Task: Predict the reactants needed to synthesize the given product. Given the product [CH3:1][N:2]1[C:3]2[CH:8]=[CH:7][N:6]=[CH:5][C:4]=2[N:9]=[C:10]1[CH3:11], predict the reactants needed to synthesize it. The reactants are: [CH3:1][NH:2][C:3]1[CH:8]=[CH:7][N:6]=[CH:5][C:4]=1[NH2:9].[C:10](OC(=O)C)(=O)[CH3:11].